The task is: Predict the reactants needed to synthesize the given product.. This data is from Full USPTO retrosynthesis dataset with 1.9M reactions from patents (1976-2016). Given the product [F:23][C:24]1[CH:29]=[C:28]([OH:30])[C:27]([F:32])=[CH:26][C:25]=1[N:33]1[CH2:38][CH2:37][CH:36]([C:39]([NH:41][CH:42]([CH2:45][CH3:46])[CH2:43][CH3:44])=[O:40])[CH2:35][CH2:34]1, predict the reactants needed to synthesize it. The reactants are: COC1C=CC(N2CCN(CCC3C=CC=CC=3)CC2)=CC=1.[F:23][C:24]1[CH:29]=[C:28]([O:30]C)[C:27]([F:32])=[CH:26][C:25]=1[N:33]1[CH2:38][CH2:37][CH:36]([C:39]([NH:41][CH:42]([CH2:45][CH3:46])[CH2:43][CH3:44])=[O:40])[CH2:35][CH2:34]1.